Task: Predict the reaction yield, written as a fraction of the theoretical maximum amount of product (1.0 means a 100% yield; for example, 0.34 means a 34% yield).. Dataset: Reaction yield outcomes from USPTO patents with 853,638 reactions The reactants are C([O:3][C:4]([C:6]1[N:7]([CH2:18][Si:19]([CH3:22])([CH3:21])[CH3:20])[N:8]=[N:9][C:10]=1[C:11]1[CH:16]=[CH:15][C:14]([F:17])=[CH:13][CH:12]=1)=O)C.[H-].[Al+3].[Li+].[H-].[H-].[H-].O.[OH-].[Na+]. The catalyst is C1COCC1. The product is [F:17][C:14]1[CH:15]=[CH:16][C:11]([C:10]2[N:9]=[N:8][N:7]([CH2:18][Si:19]([CH3:20])([CH3:21])[CH3:22])[C:6]=2[CH2:4][OH:3])=[CH:12][CH:13]=1. The yield is 0.850.